This data is from Catalyst prediction with 721,799 reactions and 888 catalyst types from USPTO. The task is: Predict which catalyst facilitates the given reaction. (1) Reactant: C(O[C:5](=[O:7])[CH3:6])(=O)C.[Cl:8][C:9]1[C:18]2[CH2:17][NH:16][CH2:15][CH2:14][C:13]=2[N:12]=[C:11]2[CH:19]=[CH:20][CH:21]=[CH:22][C:10]=12.O. Product: [Cl:8][C:9]1[C:18]2[CH2:17][N:16]([C:5](=[O:7])[CH3:6])[CH2:15][CH2:14][C:13]=2[N:12]=[C:11]2[CH:19]=[CH:20][CH:21]=[CH:22][C:10]=12. The catalyst class is: 2. (2) Reactant: [Cl:1][C:2]1[CH:7]=[CH:6][N:5]=[C:4]([CH2:8][NH:9][C:10]2[O:11][C:12]3[C:18]([O:19][CH3:20])=[CH:17][C:16]([C:21]([OH:23])=O)=[CH:15][C:13]=3[N:14]=2)[CH:3]=1.[F:24][CH2:25][CH:26]1[NH:31][CH2:30][C:29]([CH3:33])([CH3:32])[O:28][CH2:27]1.C(N(CC)C(C)C)(C)C.CN(C(ON1N=NC2C=CC=NC1=2)=[N+](C)C)C.F[P-](F)(F)(F)(F)F. Product: [Cl:1][C:2]1[CH:7]=[CH:6][N:5]=[C:4]([CH2:8][NH:9][C:10]2[O:11][C:12]3[C:18]([O:19][CH3:20])=[CH:17][C:16]([C:21]([N:31]4[CH:26]([CH2:25][F:24])[CH2:27][O:28][C:29]([CH3:33])([CH3:32])[CH2:30]4)=[O:23])=[CH:15][C:13]=3[N:14]=2)[CH:3]=1. The catalyst class is: 9. (3) Reactant: [Cl:1][C:2]1[C:3]([NH:23][C:24]2[CH:28]=[C:27]([CH3:29])[NH:26][N:25]=2)=[N:4][C:5]([NH:8][C:9]2[CH:14]=[C:13]([CH3:15])[C:12]([CH:16]3[CH2:21][CH2:20][NH:19][CH2:18][CH2:17]3)=[CH:11][C:10]=2[F:22])=[N:6][CH:7]=1.Cl[CH2:31][C:32]1[O:36][N:35]=[C:34]([CH:37]([CH3:39])[CH3:38])[N:33]=1.CCN(C(C)C)C(C)C. Product: [Cl:1][C:2]1[C:3]([NH:23][C:24]2[CH:28]=[C:27]([CH3:29])[NH:26][N:25]=2)=[N:4][C:5]([NH:8][C:9]2[CH:14]=[C:13]([CH3:15])[C:12]([CH:16]3[CH2:17][CH2:18][N:19]([CH2:31][C:32]4[O:36][N:35]=[C:34]([CH:37]([CH3:39])[CH3:38])[N:33]=4)[CH2:20][CH2:21]3)=[CH:11][C:10]=2[F:22])=[N:6][CH:7]=1. The catalyst class is: 31.